This data is from Full USPTO retrosynthesis dataset with 1.9M reactions from patents (1976-2016). The task is: Predict the reactants needed to synthesize the given product. (1) Given the product [N:13]1([C:11](=[O:12])[CH2:10][S:9][C:7]2[S:8][C:4]3[CH:3]=[C:2]([NH:1][S:26]([CH3:25])(=[O:28])=[O:27])[CH:24]=[CH:23][C:5]=3[N:6]=2)[C:22]2[C:17](=[CH:18][CH:19]=[CH:20][CH:21]=2)[CH2:16][CH2:15][CH2:14]1, predict the reactants needed to synthesize it. The reactants are: [NH2:1][C:2]1[CH:24]=[CH:23][C:5]2[N:6]=[C:7]([S:9][CH2:10][C:11]([N:13]3[C:22]4[C:17](=[CH:18][CH:19]=[CH:20][CH:21]=4)[CH2:16][CH2:15][CH2:14]3)=[O:12])[S:8][C:4]=2[CH:3]=1.[CH3:25][S:26](Cl)(=[O:28])=[O:27].CCN(CC)CC.[OH-].[Na+]. (2) Given the product [Br:1][C:2]1[CH:3]=[CH:4][C:5]([C:8](=[O:18])/[C:9](/[S:10][C:11]2[CH:16]=[CH:15][C:14]([Br:17])=[CH:13][CH:12]=2)=[CH:24]\[C:23]2[CH:26]=[CH:27][C:20]([I:19])=[CH:21][CH:22]=2)=[CH:6][CH:7]=1, predict the reactants needed to synthesize it. The reactants are: [Br:1][C:2]1[CH:7]=[CH:6][C:5]([C:8](=[O:18])[CH2:9][S:10][C:11]2[CH:16]=[CH:15][C:14]([Br:17])=[CH:13][CH:12]=2)=[CH:4][CH:3]=1.[I:19][C:20]1[CH:27]=[CH:26][C:23]([CH:24]=O)=[CH:22][CH:21]=1. (3) The reactants are: NC(N)=N.[CH:5](=[O:12])[C:6]1[CH:11]=[CH:10][CH:9]=[CH:8][CH:7]=1.C(N)CC1C=CC=CC=1.[N+:22]([CH3:25])([O-:24])=[O:23]. Given the product [N+:22]([CH2:25][CH:5]([C:6]1[CH:11]=[CH:10][CH:9]=[CH:8][CH:7]=1)[OH:12])([O-:24])=[O:23], predict the reactants needed to synthesize it. (4) Given the product [CH2:24]([NH:26][C:27](=[O:28])[O:13][CH2:12][CH:10]1[CH:9]([CH2:14][C:15]2[C:20]([Cl:21])=[CH:19][CH:18]=[CH:17][C:16]=2[Cl:22])[C:8](=[O:23])[N:7]([CH:1]2[CH2:2][CH2:3][CH2:4][CH2:5][CH2:6]2)[CH2:11]1)[CH3:25], predict the reactants needed to synthesize it. The reactants are: [CH:1]1([N:7]2[CH2:11][CH:10]([CH2:12][OH:13])[CH:9]([CH2:14][C:15]3[C:20]([Cl:21])=[CH:19][CH:18]=[CH:17][C:16]=3[Cl:22])[C:8]2=[O:23])[CH2:6][CH2:5][CH2:4][CH2:3][CH2:2]1.[CH2:24]([N:26]=[C:27]=[O:28])[CH3:25].